From a dataset of Reaction yield outcomes from USPTO patents with 853,638 reactions. Predict the reaction yield, written as a fraction of the theoretical maximum amount of product (1.0 means a 100% yield; for example, 0.34 means a 34% yield). (1) The reactants are [CH:1]([C:4]1[CH:9]=[CH:8][CH:7]=[C:6]([CH:10]([CH3:12])[CH3:11])[C:5]=1[N:13]1[C:35](=[O:36])[C:32]2[C:33]3[C:34]4[C:29](=[CH:30][CH:31]=2)[C:28]2[C:37]5[C:24]([C:25]([CH2:38][CH2:39][CH2:40][CH2:41][CH2:42][CH2:43][OH:44])=[CH:26][CH:27]=2)=[CH:23][CH:22]=[CH:21][C:20]=5[C:19]=4[CH:18]=[CH:17][C:16]=3[C:14]1=[O:15])([CH3:3])[CH3:2].[C:45](Cl)(=[O:49])[C:46]([CH3:48])=[CH2:47]. No catalyst specified. The product is [CH:1]([C:4]1[CH:9]=[CH:8][CH:7]=[C:6]([CH:10]([CH3:12])[CH3:11])[C:5]=1[N:13]1[C:35](=[O:36])[C:32]2[C:33]3[C:34]4[C:29](=[CH:30][CH:31]=2)[C:28]2[C:37]5[C:24]([C:25]([CH2:38][CH2:39][CH2:40][CH2:41][CH2:42][CH2:43][O:44][C:45](=[O:49])[C:46]([CH3:48])=[CH2:47])=[CH:26][CH:27]=2)=[CH:23][CH:22]=[CH:21][C:20]=5[C:19]=4[CH:18]=[CH:17][C:16]=3[C:14]1=[O:15])([CH3:2])[CH3:3]. The yield is 0.810. (2) The reactants are C=O.[CH:3](O)=O.[F:6][C:7]1[CH:20]=[C:19]([N+:21]([O-:23])=[O:22])[CH:18]=[CH:17][C:8]=1[O:9][CH2:10][CH:11]1[CH2:16][CH2:15][CH2:14][NH:13][CH2:12]1.C(=O)([O-])O.[Na+]. The catalyst is O. The product is [F:6][C:7]1[CH:20]=[C:19]([N+:21]([O-:23])=[O:22])[CH:18]=[CH:17][C:8]=1[O:9][CH2:10][CH:11]1[CH2:16][CH2:15][CH2:14][N:13]([CH3:3])[CH2:12]1. The yield is 0.870. (3) The reactants are [CH3:1][CH:2]([CH3:13])[CH2:3][C:4]([C:6]1[CH:11]=[CH:10][C:9]([CH3:12])=[CH:8][CH:7]=1)=[O:5].C1C(=O)N([Br:21])C(=O)C1. The catalyst is C(Cl)(Cl)(Cl)Cl.CC(N=NC(C#N)(C)C)(C#N)C. The product is [CH3:1][CH:2]([CH3:13])[CH2:3][C:4]([C:6]1[CH:7]=[CH:8][C:9]([CH2:12][Br:21])=[CH:10][CH:11]=1)=[O:5]. The yield is 0.650.